From a dataset of Catalyst prediction with 721,799 reactions and 888 catalyst types from USPTO. Predict which catalyst facilitates the given reaction. Reactant: [C:1]([O:5][C:6]([N:8]1[CH2:11][CH:10]([NH:12][C:13]2[CH:14]=[C:15]3[C:24](=[CH:25][C:26]=2[C:27]([CH3:29])=[CH2:28])[O:23][CH2:22][C:21]2[N:16]3[CH:17]([CH3:31])[C:18](=[O:30])[NH:19][N:20]=2)[CH2:9]1)=[O:7])([CH3:4])([CH3:3])[CH3:2]. Product: [C:1]([O:5][C:6]([N:8]1[CH2:11][CH:10]([NH:12][C:13]2[CH:14]=[C:15]3[C:24](=[CH:25][C:26]=2[CH:27]([CH3:28])[CH3:29])[O:23][CH2:22][C:21]2[N:16]3[CH:17]([CH3:31])[C:18](=[O:30])[NH:19][N:20]=2)[CH2:9]1)=[O:7])([CH3:4])([CH3:3])[CH3:2]. The catalyst class is: 19.